Dataset: CYP2D6 inhibition data for predicting drug metabolism from PubChem BioAssay. Task: Regression/Classification. Given a drug SMILES string, predict its absorption, distribution, metabolism, or excretion properties. Task type varies by dataset: regression for continuous measurements (e.g., permeability, clearance, half-life) or binary classification for categorical outcomes (e.g., BBB penetration, CYP inhibition). Dataset: cyp2d6_veith. (1) The drug is N=C(N)SCc1cccc2c(=O)cc(-c3ccccc3)oc12. The result is 1 (inhibitor). (2) The result is 0 (non-inhibitor). The compound is Cc1noc(C)c1C(=O)N1CCC2(CCCN(C(=O)Nc3cccc(F)c3)C2)CC1. (3) The drug is COc1ccc(-c2nc3cnc(Oc4cccc(Cl)c4)nc3n(C3CC3)c2=O)cc1. The result is 0 (non-inhibitor). (4) The drug is CC(C)(C)c1ccc(S(=O)(=O)/C=C\C#N)cc1. The result is 0 (non-inhibitor). (5) The molecule is O=C(/C=C/c1ccc(Cl)cc1)NCCSc1ccccc1. The result is 0 (non-inhibitor). (6) The molecule is O=C(O)CCn1cnc2c(=S)nc[nH]c21. The result is 0 (non-inhibitor). (7) The compound is CCCOc1ccc(C(=O)Nc2ccc(C)cc2[N+](=O)[O-])cc1. The result is 0 (non-inhibitor).